Predict the reactants needed to synthesize the given product. From a dataset of Full USPTO retrosynthesis dataset with 1.9M reactions from patents (1976-2016). (1) Given the product [CH3:24][C:7]1[C:12](=[O:13])[CH:11]=[C:10]([CH2:14][O:15][CH:16]2[CH2:21][CH2:20][CH2:19][CH2:18][O:17]2)[O:9][CH:8]=1, predict the reactants needed to synthesize it. The reactants are: FC(F)(F)S(O[C:7]1[C:12](=[O:13])[CH:11]=[C:10]([CH2:14][O:15][CH:16]2[CH2:21][CH2:20][CH2:19][CH2:18][O:17]2)[O:9][CH:8]=1)(=O)=O.[C:24](=O)([O-])[O-].[K+].[K+].CB1OB(C)OB(C)O1.O. (2) Given the product [C:1]12([NH:11][CH2:12][C:14]3[CH:21]=[CH:20][C:17]([C:18]#[N:19])=[CH:16][CH:15]=3)[CH2:8][CH:7]3[CH2:6][CH:5]([CH2:4][CH:3]([CH2:9]3)[CH2:2]1)[CH2:10]2, predict the reactants needed to synthesize it. The reactants are: [C:1]12([NH2:11])[CH2:10][CH:5]3[CH2:6][CH:7]([CH2:9][CH:3]([CH2:4]3)[CH2:2]1)[CH2:8]2.[CH:12]([C:14]1[CH:21]=[CH:20][C:17]([C:18]#[N:19])=[CH:16][CH:15]=1)=O.